Predict the reactants needed to synthesize the given product. From a dataset of Full USPTO retrosynthesis dataset with 1.9M reactions from patents (1976-2016). (1) Given the product [Cl:30][C:23]1[C:22]([F:21])=[C:29]([CH:28]=[CH:27][CH:24]=1)[CH2:31][N:12]1[CH2:11][CH2:10][C:9]2[N:8]=[C:7]([O:6][CH2:5][C:4]3[CH:18]=[CH:19][CH:20]=[C:2]([F:1])[CH:3]=3)[CH:16]=[CH:15][C:14]=2[C:13]1=[O:17], predict the reactants needed to synthesize it. The reactants are: [F:1][C:2]1[CH:3]=[C:4]([CH:18]=[CH:19][CH:20]=1)[CH2:5][O:6][C:7]1[CH:16]=[CH:15][C:14]2[C:13](=[O:17])[NH:12][CH2:11][CH2:10][C:9]=2[N:8]=1.[F:21][C:22]1[C:23]([Cl:30])=[C:24]([CH:27]=[CH:28][CH:29]=1)CBr.[CH3:31]C([O-])(C)C.[K+]. (2) The reactants are: [Cl:1][C:2]1[C:3]([CH3:12])=[N+:4]([O-])[CH:5]=[C:6]([CH3:10])[C:7]=1[O:8][CH3:9].FC(F)(F)C(OC(=O)C(F)(F)F)=[O:16]. Given the product [Cl:1][C:2]1[C:3]([CH2:12][OH:16])=[N:4][CH:5]=[C:6]([CH3:10])[C:7]=1[O:8][CH3:9], predict the reactants needed to synthesize it.